Dataset: Peptide-MHC class II binding affinity with 134,281 pairs from IEDB. Task: Regression. Given a peptide amino acid sequence and an MHC pseudo amino acid sequence, predict their binding affinity value. This is MHC class II binding data. (1) The peptide sequence is VNVRPSMPYSVVVAL. The MHC is H-2-IAd with pseudo-sequence H-2-IAd. The binding affinity (normalized) is 0.402. (2) The peptide sequence is LVPVVDGRSNYNTSF. The MHC is DRB1_0101 with pseudo-sequence DRB1_0101. The binding affinity (normalized) is 0. (3) The peptide sequence is GMFTNRSGSQ. The MHC is DRB1_0701 with pseudo-sequence DRB1_0701. The binding affinity (normalized) is 0.369. (4) The peptide sequence is MSMASSSSSSLLAMA. The MHC is HLA-DQA10501-DQB10201 with pseudo-sequence HLA-DQA10501-DQB10201. The binding affinity (normalized) is 0.123. (5) The MHC is DRB1_1001 with pseudo-sequence DRB1_1001. The binding affinity (normalized) is 0.743. The peptide sequence is AFKVAATAADAAPAN. (6) The peptide sequence is DRPFQLFEFYAREPDV. The MHC is HLA-DPA10201-DPB10101 with pseudo-sequence HLA-DPA10201-DPB10101. The binding affinity (normalized) is 0.881. (7) The peptide sequence is GGRRLFFVKAHVRE. The MHC is H-2-IAs with pseudo-sequence H-2-IAs. The binding affinity (normalized) is 0.417.